Dataset: NCI-60 drug combinations with 297,098 pairs across 59 cell lines. Task: Regression. Given two drug SMILES strings and cell line genomic features, predict the synergy score measuring deviation from expected non-interaction effect. Drug 2: CS(=O)(=O)C1=CC(=C(C=C1)C(=O)NC2=CC(=C(C=C2)Cl)C3=CC=CC=N3)Cl. Synergy scores: CSS=-2.26, Synergy_ZIP=1.14, Synergy_Bliss=0.562, Synergy_Loewe=-2.20, Synergy_HSA=-1.90. Drug 1: CNC(=O)C1=CC=CC=C1SC2=CC3=C(C=C2)C(=NN3)C=CC4=CC=CC=N4. Cell line: PC-3.